This data is from Reaction yield outcomes from USPTO patents with 853,638 reactions. The task is: Predict the reaction yield, written as a fraction of the theoretical maximum amount of product (1.0 means a 100% yield; for example, 0.34 means a 34% yield). (1) The yield is 0.730. The reactants are [Br:1][C:2]1[C:3](=[O:26])[CH:4]([CH2:14][C:15]2[CH:20]=[CH:19][CH:18]=[CH:17][C:16]=2[S:21]([CH2:24][CH3:25])(=[O:23])=[O:22])[C:5]2[N:10]=[C:9]([S:11][CH3:12])[N:8]=[CH:7][C:6]=2[N:13]=1.ClC1C=CC=C(C(OO)=[O:35])C=1. The product is [Br:1][C:2]1[C:3](=[O:26])[CH:4]([CH2:14][C:15]2[CH:20]=[CH:19][CH:18]=[CH:17][C:16]=2[S:21]([CH2:24][CH3:25])(=[O:22])=[O:23])[C:5]2[N:10]=[C:9]([S:11]([CH3:12])=[O:35])[N:8]=[CH:7][C:6]=2[N:13]=1. The catalyst is ClCCl. (2) The catalyst is O1CCCC1. The yield is 0.560. The product is [N:24]1[CH:29]=[CH:28][CH:27]=[CH:26][C:25]=1[CH:30]([CH3:1])[C:31]([O:33][C:34]([CH3:37])([CH3:36])[CH3:35])=[O:32]. The reactants are [CH:1](NC(C)C)(C)C.[Li]CCCC.CN(C)P(N(C)C)(N(C)C)=O.[N:24]1[CH:29]=[CH:28][CH:27]=[CH:26][C:25]=1[CH2:30][C:31]([O:33][C:34]([CH3:37])([CH3:36])[CH3:35])=[O:32].S(OC)(OC)(=O)=O. (3) The yield is 0.890. The product is [Br:1][C:2]1[CH:3]=[C:4]([CH2:8][CH2:9][NH:10][C:19](=[O:20])[C:21]([F:24])([F:23])[F:22])[CH:5]=[CH:6][CH:7]=1. The catalyst is O. The reactants are [Br:1][C:2]1[CH:3]=[C:4]([CH2:8][CH2:9][NH2:10])[CH:5]=[CH:6][CH:7]=1.N1C(C)=CC=CC=1C.[C:19](O[C:19]([C:21]([F:24])([F:23])[F:22])=[O:20])([C:21]([F:24])([F:23])[F:22])=[O:20]. (4) The reactants are [CH3:1][O:2][C:3](=[O:19])[C:4]1[CH:9]=[CH:8][C:7]([NH:10][CH2:11][C:12]2[S:16][CH:15]=[N:14][CH:13]=2)=[CH:6][C:5]=1[O:17][CH3:18].Br[C:21]1[CH:33]=[CH:32][C:24]([C:25]([O:27][C:28]([CH3:31])([CH3:30])[CH3:29])=[O:26])=[CH:23][CH:22]=1.[OH-].[Na+].C(P(C(C)(C)C)C(C)(C)C)(C)(C)C. The catalyst is C1C=CC(/C=C/C(/C=C/C2C=CC=CC=2)=O)=CC=1.C1C=CC(/C=C/C(/C=C/C2C=CC=CC=2)=O)=CC=1.C1C=CC(/C=C/C(/C=C/C2C=CC=CC=2)=O)=CC=1.[Pd].[Pd]. The product is [CH3:1][O:2][C:3](=[O:19])[C:4]1[CH:9]=[CH:8][C:7]([N:10]([C:21]2[CH:33]=[CH:32][C:24]([C:25]([O:27][C:28]([CH3:31])([CH3:30])[CH3:29])=[O:26])=[CH:23][CH:22]=2)[CH2:11][C:12]2[S:16][CH:15]=[N:14][CH:13]=2)=[CH:6][C:5]=1[O:17][CH3:18]. The yield is 0.620.